The task is: Predict the reactants needed to synthesize the given product.. This data is from Full USPTO retrosynthesis dataset with 1.9M reactions from patents (1976-2016). (1) Given the product [CH3:45][C:39]1([CH3:46])[CH2:38][C:37]2[CH:36]=[C:35]3[N:42]([CH2:43][CH2:44][N:33]([C:29]4[C:28]([CH:48]=[O:49])=[C:27]([C:6]5[CH:5]=[C:4]([NH:17][C:18]6[CH:23]=[C:22]([CH3:24])[N:21]=[CH:20][N:19]=6)[C:3](=[O:25])[N:2]([CH3:1])[CH:7]=5)[CH:32]=[CH:31][N:30]=4)[C:34]3=[O:47])[C:41]=2[CH2:40]1, predict the reactants needed to synthesize it. The reactants are: [CH3:1][N:2]1[CH:7]=[C:6](B2OC(C)(C)C(C)(C)O2)[CH:5]=[C:4]([NH:17][C:18]2[CH:23]=[C:22]([CH3:24])[N:21]=[CH:20][N:19]=2)[C:3]1=[O:25].Cl[C:27]1[CH:32]=[CH:31][N:30]=[C:29]([N:33]2[CH2:44][CH2:43][N:42]3[C:35](=[CH:36][C:37]4[CH2:38][C:39]([CH3:46])([CH3:45])[CH2:40][C:41]=43)[C:34]2=[O:47])[C:28]=1[CH:48]=[O:49].C([O-])(=O)C.[Na+].[O-]P([O-])([O-])=O.[K+].[K+].[K+]. (2) Given the product [CH2:24]([N:26]([C:28]([NH2:30])=[O:29])/[N:27]=[C:21](/[C:18]1[N:17]=[C:16]2[N:12]([CH2:11][C:7]3[CH:6]=[C:5]4[C:10](=[CH:9][CH:8]=3)[N:1]=[CH:2][CH:3]=[CH:4]4)[N:13]=[N:14][C:15]2=[N:20][CH:19]=1)\[CH3:22])[CH3:25], predict the reactants needed to synthesize it. The reactants are: [N:1]1[C:10]2[C:5](=[CH:6][C:7]([CH2:11][N:12]3[C:16]4=[N:17][C:18]([C:21](=O)[CH3:22])=[CH:19][N:20]=[C:15]4[N:14]=[N:13]3)=[CH:8][CH:9]=2)[CH:4]=[CH:3][CH:2]=1.[CH2:24]([N:26]([C:28]([NH2:30])=[O:29])[NH2:27])[CH3:25]. (3) The reactants are: [F:1][C:2]1[CH:7]=[CH:6][C:5]([S:8]([NH:11][C:12]2[C:17]([C:18]([O:20]CC3C=CC=CC=3)=[O:19])=[C:16]([CH3:28])[C:15]([CH:29]([OH:31])[CH3:30])=[CH:14][CH:13]=2)(=[O:10])=[O:9])=[CH:4][CH:3]=1. Given the product [F:1][C:2]1[CH:3]=[CH:4][C:5]([S:8]([NH:11][C:12]2[C:17]([C:18]([OH:20])=[O:19])=[C:16]([CH3:28])[C:15]([CH:29]([OH:31])[CH3:30])=[CH:14][CH:13]=2)(=[O:9])=[O:10])=[CH:6][CH:7]=1, predict the reactants needed to synthesize it. (4) Given the product [F:1][CH:2]([F:13])[CH2:3][O:4][C:5]1[CH:12]=[CH:11][C:8]([C:9]([OH:17])=[O:10])=[CH:7][CH:6]=1, predict the reactants needed to synthesize it. The reactants are: [F:1][CH:2]([F:13])[CH2:3][O:4][C:5]1[CH:12]=[CH:11][C:8]([CH:9]=[O:10])=[CH:7][CH:6]=1.O.O.P([O-])(O)(O)=[O:17].[Na+].CC(=CC)C.Cl([O-])=O.[Na+].[Cl-].[NH4+]. (5) Given the product [C:57]([O:61][C:62]([N:64]1[CH2:68][CH2:67][CH:66]([CH2:69][NH:70][C:26](=[O:27])[C:25]2[CH:29]=[CH:30][C:22]([NH:21][C:19]3[N:18]=[CH:17][C:8]4[N:9]([CH3:16])[C:10](=[O:15])[C:11]([F:13])([F:14])[CH2:12][N:6]([CH:1]5[CH2:5][CH2:4][CH2:3][CH2:2]5)[C:7]=4[N:20]=3)=[C:23]([O:31][CH3:32])[CH:24]=2)[CH2:65]1)=[O:63])([CH3:60])([CH3:59])[CH3:58], predict the reactants needed to synthesize it. The reactants are: [CH:1]1([N:6]2[CH2:12][C:11]([F:14])([F:13])[C:10](=[O:15])[N:9]([CH3:16])[C:8]3[CH:17]=[N:18][C:19]([NH:21][C:22]4[CH:30]=[CH:29][C:25]([C:26](O)=[O:27])=[CH:24][C:23]=4[O:31][CH3:32])=[N:20][C:7]2=3)[CH2:5][CH2:4][CH2:3][CH2:2]1.F[P-](F)(F)(F)(F)F.CN(C(N(C)C)=[N+]1C2C(=NC=CC=2)[N+]([O-])=N1)C.[C:57]([O:61][C:62]([N:64]1[CH2:68][CH2:67][CH:66]([CH2:69][NH2:70])[CH2:65]1)=[O:63])([CH3:60])([CH3:59])[CH3:58].[OH-].[Na+]. (6) Given the product [F:19][C:20]([F:25])([F:24])[C:21]([OH:23])=[O:22].[CH3:1][O:2][C:3]1[S:4][C:5]2[CH2:6][NH:7][CH2:8][CH2:9][C:10]=2[N:11]=1, predict the reactants needed to synthesize it. The reactants are: [CH3:1][O:2][C:3]1[S:4][C:5]2[CH2:6][N:7](C(OC(C)(C)C)=O)[CH2:8][CH2:9][C:10]=2[N:11]=1.[F:19][C:20]([F:25])([F:24])[C:21]([OH:23])=[O:22]. (7) Given the product [C:1]1([CH:7]([C:20]2[CH:25]=[CH:24][CH:23]=[CH:22][CH:21]=2)[CH2:8][CH2:9][NH:10][C:11](=[O:19])[C:12]2[CH:17]=[CH:16][CH:15]=[N:14][C:13]=2[NH:34][CH2:33][CH2:32][N:26]2[CH2:31][CH2:30][CH2:29][CH2:28][CH2:27]2)[CH:6]=[CH:5][CH:4]=[CH:3][CH:2]=1, predict the reactants needed to synthesize it. The reactants are: [C:1]1([CH:7]([C:20]2[CH:25]=[CH:24][CH:23]=[CH:22][CH:21]=2)[CH2:8][CH2:9][NH:10][C:11](=[O:19])[C:12]2[CH:17]=[CH:16][CH:15]=[N:14][C:13]=2F)[CH:6]=[CH:5][CH:4]=[CH:3][CH:2]=1.[N:26]1([CH2:32][CH2:33][NH2:34])[CH2:31][CH2:30][CH2:29][CH2:28][CH2:27]1. (8) Given the product [NH2:26][C:24]1[C:25]2=[C:17]([C:12]3[CH:13]=[CH:14][C:15]4[C:10]([CH:11]=3)=[N:9][N:8]([CH2:1][C:2]3[CH:7]=[CH:6][CH:5]=[CH:4][CH:3]=3)[CH:16]=4)[CH:18]=[C:19]([CH2:27][CH2:28][CH2:29][N:30]3[CH2:35][CH2:34][N:33]([CH2:43][C:44](=[O:46])[CH3:45])[CH2:32][CH2:31]3)[N:20]2[N:21]=[CH:22][N:23]=1, predict the reactants needed to synthesize it. The reactants are: [CH2:1]([N:8]1[CH:16]=[C:15]2[C:10]([CH:11]=[C:12]([C:17]3[CH:18]=[C:19]([CH2:27][CH2:28][CH2:29][N:30]4[CH2:35][CH2:34][NH:33][CH2:32][CH2:31]4)[N:20]4[C:25]=3[C:24]([NH2:26])=[N:23][CH:22]=[N:21]4)[CH:13]=[CH:14]2)=[N:9]1)[C:2]1[CH:7]=[CH:6][CH:5]=[CH:4][CH:3]=1.C([O-])([O-])=O.[K+].[K+].Cl[CH2:43][C:44](=[O:46])[CH3:45].O. (9) Given the product [CH2:22]1[C@H:20]([NH2:33])[C@@H:18]2[O:19][C:4]3=[C:3]([OH:25])[CH:2]=[CH:1][C:6]4=[C:5]3[C@:10]32[CH2:11][CH2:12][N:13]([CH2:14][CH:15]2[CH2:16][CH2:17]2)[C@H:8]([CH2:7]4)[C@:9]3([OH:24])[CH2:23]1, predict the reactants needed to synthesize it. The reactants are: [CH:1]1[C:6]2[CH2:7][C@H:8]3[N:13]([CH2:14][CH:15]4[CH2:17][CH2:16]4)[CH2:12][CH2:11][C@:10]45[C@H:18]([C:20]([CH2:22][CH2:23][C@@:9]34[OH:24])=O)[O:19][C:4]([C:5]=25)=[C:3]([OH:25])[CH:2]=1.C([NH2:33])C1C=CC=CC=1.[BH4-].[Na+].Cl. (10) Given the product [Cl:1][C:2]1[CH:31]=[CH:30][C:5]([O:6][C:7]2[CH:29]=[N:28][C:10]3[N:11]([CH3:27])[C:12](=[O:26])[N:13]([CH2:16][CH2:17][CH2:18][O:19][CH:20]4[CH2:25][CH2:24][CH2:23][CH2:22][O:21]4)[C:14](=[O:15])[C:9]=3[C:8]=2[CH:45]([C:44]2[CH:47]=[CH:48][C:41]([F:40])=[CH:42][CH:43]=2)[OH:46])=[CH:4][CH:3]=1, predict the reactants needed to synthesize it. The reactants are: [Cl:1][C:2]1[CH:31]=[CH:30][C:5]([O:6][C:7]2[CH:29]=[N:28][C:10]3[N:11]([CH3:27])[C:12](=[O:26])[N:13]([CH2:16][CH2:17][CH2:18][O:19][CH:20]4[CH2:25][CH2:24][CH2:23][CH2:22][O:21]4)[C:14](=[O:15])[C:9]=3[CH:8]=2)=[CH:4][CH:3]=1.[Li+].CC([N-]C(C)C)C.[F:40][C:41]1[CH:48]=[CH:47][C:44]([CH:45]=[O:46])=[CH:43][CH:42]=1.